From a dataset of Reaction yield outcomes from USPTO patents with 853,638 reactions. Predict the reaction yield, written as a fraction of the theoretical maximum amount of product (1.0 means a 100% yield; for example, 0.34 means a 34% yield). (1) The reactants are [CH3:1][O:2][C:3]1[CH:8]=[CH:7][C:6]([C:9]2[S:13][C:12]([C:14]([OH:16])=O)=[C:11]([NH:17][C:18]([NH:20][C:21]3[C:26]([CH3:27])=[CH:25][C:24]([CH3:28])=[CH:23][C:22]=3[CH3:29])=[O:19])[CH:10]=2)=[CH:5][CH:4]=1.CN(C(ON1N=NC2C=CC=NC1=2)=[N+](C)C)C.F[P-](F)(F)(F)(F)F.CCN(C(C)C)C(C)C.Cl.[NH2:64][C@H:65]([C:69]([O:71][CH3:72])=[O:70])[CH:66]([CH3:68])[CH3:67]. The catalyst is CN(C=O)C. The product is [CH3:1][O:2][C:3]1[CH:4]=[CH:5][C:6]([C:9]2[S:13][C:12]([C:14]([NH:64][C@H:65]([C:69]([O:71][CH3:72])=[O:70])[CH:66]([CH3:68])[CH3:67])=[O:16])=[C:11]([NH:17][C:18]([NH:20][C:21]3[C:26]([CH3:27])=[CH:25][C:24]([CH3:28])=[CH:23][C:22]=3[CH3:29])=[O:19])[CH:10]=2)=[CH:7][CH:8]=1. The yield is 0.780. (2) The yield is 0.770. The catalyst is C(Cl)Cl. The product is [C:1]([O:5][C:6](=[O:26])[NH:7][C:8]1([C:14](=[O:25])[NH:15][C:16]2[CH:21]=[CH:20][C:19]([CH:22]([CH3:23])[CH3:24])=[CH:18][CH:17]=2)[CH2:9][CH2:10][N:11]([C:35](=[O:36])[NH:34][C:31]2[CH:32]=[CH:33][C:28]([F:27])=[CH:29][CH:30]=2)[CH2:12][CH2:13]1)([CH3:2])([CH3:4])[CH3:3]. The reactants are [C:1]([O:5][C:6](=[O:26])[NH:7][C:8]1([C:14](=[O:25])[NH:15][C:16]2[CH:21]=[CH:20][C:19]([CH:22]([CH3:24])[CH3:23])=[CH:18][CH:17]=2)[CH2:13][CH2:12][NH:11][CH2:10][CH2:9]1)([CH3:4])([CH3:3])[CH3:2].[F:27][C:28]1[CH:33]=[CH:32][C:31]([N:34]=[C:35]=[O:36])=[CH:30][CH:29]=1.CCN(CC)CC.